Task: Predict the reactants needed to synthesize the given product.. Dataset: Full USPTO retrosynthesis dataset with 1.9M reactions from patents (1976-2016) (1) Given the product [Cl:1][C:2]1[N:11]=[CH:10][C:9]2[N:8]([CH2:12][C:13]([NH:50][C:48]3[CH:47]=[N:46][N:45]([CH3:44])[CH:49]=3)=[O:15])[CH2:7][C@@H:6]3[CH2:16][O:17][CH2:18][CH2:19][N:5]3[C:4]=2[N:3]=1, predict the reactants needed to synthesize it. The reactants are: [Cl:1][C:2]1[N:11]=[CH:10][C:9]2[N:8]([CH2:12][C:13]([OH:15])=O)[CH2:7][C@@H:6]3[CH2:16][O:17][CH2:18][CH2:19][N:5]3[C:4]=2[N:3]=1.CN(C(ON1N=NC2C=CC=NC1=2)=[N+](C)C)C.F[P-](F)(F)(F)(F)F.[CH3:44][N:45]1[CH:49]=[C:48]([NH2:50])[CH:47]=[N:46]1.C(N(CC)CC)C. (2) Given the product [OH:11][CH2:10][CH2:9][CH2:8][NH:7][C:2]([CH3:6])([CH3:1])[C:3]#[N:4], predict the reactants needed to synthesize it. The reactants are: [CH3:1][C:2]([CH3:6])(O)[C:3]#[N:4].[NH2:7][CH2:8][CH2:9][CH2:10][OH:11]. (3) Given the product [CH2:17]([O:16][C:14](=[O:15])[C:13](=[O:19])[CH2:8][C:7]([CH3:12])([C:1]1[CH:6]=[CH:5][CH:4]=[CH:3][CH:2]=1)[CH3:11])[CH3:18], predict the reactants needed to synthesize it. The reactants are: [C:1]1([C:7]([CH3:12])([CH3:11])[CH2:8][Mg]Br)[CH:6]=[CH:5][CH:4]=[CH:3][CH:2]=1.[C:13](OCC)(=[O:19])[C:14]([O:16][CH2:17][CH3:18])=[O:15]. (4) Given the product [C:1]([O:5][C:6]([NH:8][C:9]1([C:13]2[CH:14]=[CH:15][C:16]([C:19]3[O:27][C:26]4[C:25]([C:28]([OH:30])=[O:29])=[CH:24][N:23]([CH3:32])[C:22](=[O:33])[C:21]=4[C:20]=3[C:34]3[CH:35]=[CH:36][CH:37]=[CH:38][CH:39]=3)=[CH:17][CH:18]=2)[CH2:10][CH2:11][CH2:12]1)=[O:7])([CH3:4])([CH3:2])[CH3:3], predict the reactants needed to synthesize it. The reactants are: [C:1]([O:5][C:6]([NH:8][C:9]1([C:13]2[CH:18]=[CH:17][C:16]([C:19]3[O:27][C:26]4[C:25]([C:28]([O:30]C)=[O:29])=[CH:24][N:23]([CH3:32])[C:22](=[O:33])[C:21]=4[C:20]=3[C:34]3[CH:39]=[CH:38][CH:37]=[CH:36][CH:35]=3)=[CH:15][CH:14]=2)[CH2:12][CH2:11][CH2:10]1)=[O:7])([CH3:4])([CH3:3])[CH3:2].[OH-].[Na+]. (5) Given the product [CH2:9]1[C:10]2([CH2:16][CH2:15][N:14]([C:17](=[O:19])[CH3:18])[CH2:13][CH2:12]2)[CH2:11][NH:8]1, predict the reactants needed to synthesize it. The reactants are: C(OC([N:8]1[CH2:11][C:10]2([CH2:16][CH2:15][N:14]([C:17](=[O:19])[CH3:18])[CH2:13][CH2:12]2)[CH2:9]1)=O)(C)(C)C.C(O)(C(F)(F)F)=O. (6) Given the product [Cl:13][C:14]1[CH:15]=[CH:16][C:17]([C:20]2[N:21]=[C:22]([CH2:38][N:39]3[N:43]=[N:42][C:41]([CH3:44])=[N:40]3)[C:23]([C:33]([NH:8][N:2]3[CH2:7][CH2:6][CH2:5][CH2:4][CH2:3]3)=[O:34])=[N:24][C:25]=2[C:26]2[CH:27]=[CH:28][C:29]([Cl:32])=[CH:30][CH:31]=2)=[CH:18][CH:19]=1, predict the reactants needed to synthesize it. The reactants are: Cl.[N:2]1([NH2:8])[CH2:7][CH2:6][CH2:5][CH2:4][CH2:3]1.C[Al](C)C.[Cl:13][C:14]1[CH:19]=[CH:18][C:17]([C:20]2[N:21]=[C:22]([CH2:38][N:39]3[N:43]=[N:42][C:41]([CH3:44])=[N:40]3)[C:23]([C:33](OCC)=[O:34])=[N:24][C:25]=2[C:26]2[CH:31]=[CH:30][C:29]([Cl:32])=[CH:28][CH:27]=2)=[CH:16][CH:15]=1. (7) Given the product [C:8]([C:7]1[C:2]([O:1][S:30]([C:29]([F:42])([F:41])[F:28])(=[O:32])=[O:31])=[C:3]([C:10]2[CH:11]=[CH:12][C:13]([O:16][CH2:17][C:18]3[CH:27]=[CH:26][C:25]4[C:20](=[CH:21][CH:22]=[CH:23][CH:24]=4)[N:19]=3)=[CH:14][CH:15]=2)[CH:4]=[CH:5][CH:6]=1)#[N:9], predict the reactants needed to synthesize it. The reactants are: [OH:1][C:2]1[C:7]([C:8]#[N:9])=[CH:6][CH:5]=[CH:4][C:3]=1[C:10]1[CH:15]=[CH:14][C:13]([O:16][CH2:17][C:18]2[CH:27]=[CH:26][C:25]3[C:20](=[CH:21][CH:22]=[CH:23][CH:24]=3)[N:19]=2)=[CH:12][CH:11]=1.[F:28][C:29]([F:42])([F:41])[S:30](O[S:30]([C:29]([F:42])([F:41])[F:28])(=[O:32])=[O:31])(=[O:32])=[O:31].